From a dataset of Forward reaction prediction with 1.9M reactions from USPTO patents (1976-2016). Predict the product of the given reaction. (1) Given the reactants [NH2:1][C:2]1[CH:3]=[C:4]([CH:7]=[C:8]([NH:10][C:11]2[N:20]=[C:19]([N:21]3[CH2:25][CH2:24][C@H:23]([NH2:26])[CH2:22]3)[C:18]3[C:13](=[CH:14][CH:15]=[CH:16][CH:17]=3)[N:12]=2)[CH:9]=1)[C:5]#[N:6].[C:27](O)(=[O:32])[CH2:28][CH2:29][CH2:30][CH3:31].C(N(C(C)C)CC)(C)C.Cl.CN(C)CCCN=C=NCC.O.ON1C2C=CC=CC=2N=N1, predict the reaction product. The product is: [NH2:1][C:2]1[CH:9]=[C:8]([NH:10][C:11]2[N:20]=[C:19]([N:21]3[CH2:25][CH2:24][C@H:23]([NH:26][C:27](=[O:32])[CH2:28][CH2:29][CH2:30][CH3:31])[CH2:22]3)[C:18]3[C:13](=[CH:14][CH:15]=[CH:16][CH:17]=3)[N:12]=2)[CH:7]=[C:4]([C:5]#[N:6])[CH:3]=1. (2) The product is: [CH3:1][C:2]1([CH3:11])[S:7][CH2:6][CH2:5][N:4]([CH3:12])[CH:3]1[C:8]([OH:10])=[O:9]. Given the reactants [CH3:1][C:2]1([CH3:11])[S:7][CH2:6][CH2:5][NH:4][CH:3]1[C:8]([OH:10])=[O:9].[CH2:12]=O.Cl, predict the reaction product. (3) Given the reactants C(Cl)(=O)C(Cl)=O.CS(C)=O.[CH3:11][O:12][C:13]1[C:18]2[C:19]([C:29]3[CH:34]=[CH:33][C:32]([N:35]4[CH2:40][CH2:39][O:38][CH2:37][CH2:36]4)=[CH:31][CH:30]=3)=[N:20][N:21]([CH:22]3[CH2:27][CH2:26][CH2:25][CH2:24][CH:23]3[OH:28])[C:17]=2[CH:16]=[CH:15][N:14]=1.C(N(CC)CC)C, predict the reaction product. The product is: [CH3:11][O:12][C:13]1[C:18]2[C:19]([C:29]3[CH:34]=[CH:33][C:32]([N:35]4[CH2:40][CH2:39][O:38][CH2:37][CH2:36]4)=[CH:31][CH:30]=3)=[N:20][N:21]([CH:22]3[CH2:27][CH2:26][CH2:25][CH2:24][C:23]3=[O:28])[C:17]=2[CH:16]=[CH:15][N:14]=1. (4) The product is: [Cl:1][C:2]1[CH:25]=[C:24]([C:26]([F:29])([F:28])[F:27])[CH:23]=[CH:22][C:3]=1[CH2:4][N:5]1[C:9](/[CH:10]=[CH:11]/[C:12]([NH:38][S:35]([CH2:30][CH2:31][CH2:32][CH2:33][CH3:34])(=[O:37])=[O:36])=[O:13])=[CH:8][C:7]([O:15][CH2:16][C:17]2([CH3:21])[CH2:20][O:19][CH2:18]2)=[N:6]1. Given the reactants [Cl:1][C:2]1[CH:25]=[C:24]([C:26]([F:29])([F:28])[F:27])[CH:23]=[CH:22][C:3]=1[CH2:4][N:5]1[C:9](/[CH:10]=[CH:11]/[C:12](O)=[O:13])=[CH:8][C:7]([O:15][CH2:16][C:17]2([CH3:21])[CH2:20][O:19][CH2:18]2)=[N:6]1.[CH2:30]([S:35]([NH2:38])(=[O:37])=[O:36])[CH2:31][CH2:32][CH2:33][CH3:34].N12CCCN=C1CCCCC2, predict the reaction product. (5) Given the reactants [F:1][C:2]1[CH:11]=[C:10]2[C:5]([C:6](=O)[NH:7][C:8]([N:12]3[CH:16]=[C:15]([C:17]([O:19]CC)=[O:18])[CH:14]=[N:13]3)=[N:9]2)=[CH:4][C:3]=1[CH:23]([CH3:25])[CH3:24].[CH2:26]([NH:28][CH2:29][CH3:30])[CH3:27], predict the reaction product. The product is: [CH2:26]([N:28]([CH2:29][CH3:30])[C:6]1[C:5]2[C:10](=[CH:11][C:2]([F:1])=[C:3]([CH:23]([CH3:24])[CH3:25])[CH:4]=2)[N:9]=[C:8]([N:12]2[CH:16]=[C:15]([C:17]([OH:19])=[O:18])[CH:14]=[N:13]2)[N:7]=1)[CH3:27].